From a dataset of Catalyst prediction with 721,799 reactions and 888 catalyst types from USPTO. Predict which catalyst facilitates the given reaction. (1) Reactant: C(C1SC(C2SC(NC(=O)C)=C(C)N=2)=CC=1)=O.[CH:18]([C:20]1[S:24][C:23]([C:25]2[S:29][C:28]([NH:30][C:31](=[O:33])[CH3:32])=[N:27][C:26]=2[CH3:34])=[CH:22][CH:21]=1)=O.Cl.[NH2:36][OH:37].N1C=CC=CC=1. The catalyst class is: 219. Product: [OH:37][N:36]=[CH:18][C:20]1[S:24][C:23]([C:25]2[S:29][C:28]([NH:30][C:31](=[O:33])[CH3:32])=[N:27][C:26]=2[CH3:34])=[CH:22][CH:21]=1. (2) Reactant: [C:1]([O:5][C:6]([N:8]1[CH2:13][C:12](=[O:14])[CH2:11][CH2:10][CH:9]1[C:15]([OH:17])=[O:16])=[O:7])([CH3:4])([CH3:3])[CH3:2].[C:18](=O)([O-])[O-].[K+].[K+].IC. Product: [O:14]=[C:12]1[CH2:13][N:8]([C:6]([O:5][C:1]([CH3:4])([CH3:2])[CH3:3])=[O:7])[CH:9]([C:15]([O:17][CH3:18])=[O:16])[CH2:10][CH2:11]1. The catalyst class is: 39. (3) The catalyst class is: 5. Product: [C:11]([C:6]1[CH:5]=[C:4]([CH:9]=[C:8]([CH3:10])[CH:7]=1)[C:3]([OH:13])=[O:2])#[N:12]. Reactant: C[O:2][C:3](=[O:13])[C:4]1[CH:9]=[C:8]([CH3:10])[CH:7]=[C:6]([C:11]#[N:12])[CH:5]=1.O.[OH-].[Na+].Cl. (4) Reactant: Cl[C:2]1[N:11]=[CH:10][C:9]2[C:4](=[C:5]([OH:13])[CH:6]=[CH:7][C:8]=2[Cl:12])[N:3]=1.[O:14]1[CH2:19][CH2:18][N:17]([C:20]2[CH:26]=[CH:25][C:23]([NH2:24])=[CH:22][CH:21]=2)[CH2:16][CH2:15]1. Product: [Cl:12][C:8]1[CH:7]=[CH:6][C:5]([OH:13])=[C:4]2[C:9]=1[CH:10]=[N:11][C:2]([NH:24][C:23]1[CH:22]=[CH:21][C:20]([N:17]3[CH2:18][CH2:19][O:14][CH2:15][CH2:16]3)=[CH:26][CH:25]=1)=[N:3]2. The catalyst class is: 32. (5) Reactant: [CH3:1][O:2][C:3](=[O:24])[C@H:4]([CH3:23])[NH:5][C:6](=[O:22])[C@H:7]([CH3:21])[NH:8][C:9](=[O:20])[C@H:10]([CH2:12][CH2:13][CH2:14][CH2:15][NH:16][C:17](=[S:19])[CH3:18])[NH2:11].[N:25]([C:28]1[CH:36]=[CH:35][C:31]([C:32](O)=[O:33])=[CH:30][CH:29]=1)=[N+:26]=[N-:27].C1CN([P+](ON2N=NC3C=CC=CC2=3)(N2CCCC2)N2CCCC2)CC1.F[P-](F)(F)(F)(F)F.CCN(C(C)C)C(C)C. Product: [CH3:1][O:2][C:3](=[O:24])[C@H:4]([CH3:23])[NH:5][C:6](=[O:22])[C@H:7]([CH3:21])[NH:8][C:9](=[O:20])[C@H:10]([CH2:12][CH2:13][CH2:14][CH2:15][NH:16][C:17](=[S:19])[CH3:18])[NH:11][C:32](=[O:33])[C:31]1[CH:30]=[CH:29][C:28]([N:25]=[N+:26]=[N-:27])=[CH:36][CH:35]=1. The catalyst class is: 1. (6) Reactant: C[O:2][C:3](=O)[C:4]1[CH:9]=[CH:8][C:7]([CH2:10][NH:11][C:12]([O:14][C:15]([CH3:18])([CH3:17])[CH3:16])=[O:13])=[CH:6][CH:5]=1.[H-].[Al+3].[Li+].[H-].[H-].[H-].CO.C(C(C(C([O-])=O)O)O)([O-])=O.[K+].[Na+]. Product: [C:15]([O:14][C:12](=[O:13])[NH:11][CH2:10][C:7]1[CH:6]=[CH:5][C:4]([CH2:3][OH:2])=[CH:9][CH:8]=1)([CH3:18])([CH3:16])[CH3:17]. The catalyst class is: 1. (7) Reactant: [NH2:1][CH2:2][C@@H:3]1[CH2:8][CH2:7][C@H:6]([CH3:9])[CH2:5][N:4]1C(OC(C)(C)C)=O.[F:17][C:18]([F:29])([F:28])[C:19](O[C:19](=[O:20])[C:18]([F:29])([F:28])[F:17])=[O:20].C(O)(C(F)(F)F)=O. Product: [F:17][C:18]([F:29])([F:28])[C:19]([NH:1][CH2:2][C@@H:3]1[CH2:8][CH2:7][C@H:6]([CH3:9])[CH2:5][NH:4]1)=[O:20]. The catalyst class is: 2. (8) Reactant: [N+:1]([C:4]1[C:5]([C:9]([OH:11])=O)=[N:6][NH:7][CH:8]=1)([O-:3])=[O:2].[CH:12]([NH2:15])([CH3:14])[CH3:13].C1C=CC2N(O)N=NC=2C=1.Cl.CN(C)CCCN=C=NCC.C(O)(=O)CC(CC(O)=O)(C(O)=O)O. Product: [CH:12]([NH:15][C:9]([C:5]1[C:4]([N+:1]([O-:3])=[O:2])=[CH:8][NH:7][N:6]=1)=[O:11])([CH3:14])[CH3:13]. The catalyst class is: 9.